Dataset: Forward reaction prediction with 1.9M reactions from USPTO patents (1976-2016). Task: Predict the product of the given reaction. (1) Given the reactants Br[C:2]1[CH:3]=[C:4]([CH:8]2[O:12]CCO2)[CH:5]=[CH:6][CH:7]=1.[N+:13]([C:16]1[CH:21]=[CH:20][C:19]([S:22][S:22][C:19]2[CH:20]=[CH:21][C:16]([N+:13]([O-:15])=[O:14])=[CH:17][CH:18]=2)=[CH:18][CH:17]=1)([O-:15])=[O:14], predict the reaction product. The product is: [N+:13]([C:16]1[CH:21]=[CH:20][C:19]([S:22][C:2]2[CH:3]=[C:4]([CH:5]=[CH:6][CH:7]=2)[CH:8]=[O:12])=[CH:18][CH:17]=1)([O-:15])=[O:14]. (2) Given the reactants [CH:1]([C:4]1[CH:9]=[C:8]([N+]([O-])=O)[CH:7]=[CH:6][N+:5]=1[O-:13])([CH3:3])[CH3:2].C([Br:17])(=O)C, predict the reaction product. The product is: [Br:17][C:8]1[CH:7]=[CH:6][N+:5]([O-:13])=[C:4]([CH:1]([CH3:3])[CH3:2])[CH:9]=1. (3) Given the reactants [NH2:1][CH2:2][CH2:3][O:4][C:5]1[CH:10]=[CH:9][C:8]([Cl:11])=[CH:7][C:6]=1[CH:12]1[CH2:17][C:16](=[O:18])[NH:15][CH:14]([C:19]2[CH:24]=[C:23]([F:25])[CH:22]=[CH:21][C:20]=2[CH3:26])[C:13]21[C:34]1[C:29](=[CH:30][C:31]([Cl:35])=[CH:32][CH:33]=1)[NH:28][C:27]2=[O:36].[CH3:37][S:38](Cl)(=[O:40])=[O:39].C(N(CC)CC)C, predict the reaction product. The product is: [Cl:35][C:31]1[CH:30]=[C:29]2[NH:28][C:27](=[O:36])[C:13]3([CH:12]([C:6]4[CH:7]=[C:8]([Cl:11])[CH:9]=[CH:10][C:5]=4[O:4][CH2:3][CH2:2][NH:1][S:38]([CH3:37])(=[O:40])=[O:39])[CH2:17][C:16](=[O:18])[NH:15][CH:14]3[C:19]3[CH:24]=[C:23]([F:25])[CH:22]=[CH:21][C:20]=3[CH3:26])[C:34]2=[CH:33][CH:32]=1.